This data is from Catalyst prediction with 721,799 reactions and 888 catalyst types from USPTO. The task is: Predict which catalyst facilitates the given reaction. (1) Reactant: [O:1]1[CH2:6][CH2:5][CH:4]([NH:7][C:8]2[CH:13]=[CH:12][CH:11]=[CH:10][C:9]=2[OH:14])[CH2:3][CH2:2]1.[Br:15]N1C(=O)CCC1=O. Product: [Br:15][C:11]1[CH:12]=[CH:13][C:8]([NH:7][CH:4]2[CH2:3][CH2:2][O:1][CH2:6][CH2:5]2)=[C:9]([OH:14])[CH:10]=1. The catalyst class is: 3. (2) The catalyst class is: 8. Product: [CH:1](=[N:15][C:16]1[CH:20]=[C:19]([CH3:21])[O:18][N:17]=1)[C:2]1[CH:7]=[CH:6][CH:5]=[CH:4][CH:3]=1. Reactant: [CH:1](=O)[C:2]1[CH:7]=[CH:6][CH:5]=[CH:4][CH:3]=1.S([O-])([O-])(=O)=O.[Mg+2].[NH2:15][C:16]1[CH:20]=[C:19]([CH3:21])[O:18][N:17]=1. (3) Reactant: [CH3:1][Li].[CH2:3]([NH:10][CH2:11][CH2:12][C:13]1[CH:27]=[CH:26][C:16]([O:17][C:18]2[CH:25]=[CH:24][C:21](C#N)=[CH:20][CH:19]=2)=[CH:15][CH:14]=1)[C:4]1[CH:9]=[CH:8][CH:7]=[CH:6][CH:5]=1.S(=O)(=O)(O)O.[C:33](=[O:36])(O)[O-].[Na+]. Product: [CH2:3]([NH:10][CH2:11][CH2:12][C:13]1[CH:14]=[CH:15][C:16]([O:17][C:18]2[CH:25]=[CH:24][C:21]([C:33](=[O:36])[CH3:1])=[CH:20][CH:19]=2)=[CH:26][CH:27]=1)[C:4]1[CH:5]=[CH:6][CH:7]=[CH:8][CH:9]=1. The catalyst class is: 469. (4) Reactant: [NH2:1][C:2]1[S:6][C:5]2[CH2:7][CH2:8][CH2:9][CH2:10][C:4]=2[C:3]=1[C:11]([C:13]1[CH:14]=[N:15][CH:16]=[CH:17][CH:18]=1)=O.[C:19]([O:26][CH3:27])(=[O:25])[CH2:20][CH2:21][C:22]([CH3:24])=O.Cl[Si](C)(C)C. Product: [CH3:24][C:22]1[N:1]=[C:2]2[S:6][C:5]3[CH2:7][CH2:8][CH2:9][CH2:10][C:4]=3[C:3]2=[C:11]([C:13]2[CH:14]=[N:15][CH:16]=[CH:17][CH:18]=2)[C:21]=1[CH2:20][C:19]([O:26][CH3:27])=[O:25]. The catalyst class is: 3. (5) Reactant: Cl.[Br:2][C:3]1[CH:8]=[CH:7][C:6]([N:9]2[C:13]([CH2:14][C@@H:15]3[CH2:19][CH2:18][NH:17][CH2:16]3)=[N:12][NH:11][C:10]2=[O:20])=[C:5]([F:21])[CH:4]=1.O1CCCC1.C(N(CC)CC)C.[CH2:34]([N:36]=[C:37]=[O:38])[CH3:35]. Product: [Br:2][C:3]1[CH:8]=[CH:7][C:6]([N:9]2[C:10](=[O:20])[NH:11][N:12]=[C:13]2[CH2:14][C@@H:15]2[CH2:19][CH2:18][N:17]([C:37]([NH:36][CH2:34][CH3:35])=[O:38])[CH2:16]2)=[C:5]([F:21])[CH:4]=1. The catalyst class is: 229. (6) Reactant: [C:1]1(=[O:7])[CH2:6][CH2:5][CH2:4][CH2:3][CH2:2]1.[Li+].C[Si]([N-][Si](C)(C)C)(C)C.[CH3:18][O:19][CH:20]([O:25][CH3:26])[C:21](OC)=[O:22]. Product: [CH3:18][O:19][CH:20]([O:25][CH3:26])[C:21]([CH:2]1[CH2:3][CH2:4][CH2:5][CH2:6][C:1]1=[O:7])=[O:22]. The catalyst class is: 1. (7) Reactant: [Br:1]Br.[Cl:3][C:4]1[CH:21]=[CH:20][C:7]([O:8][C:9]2[CH:14]=[CH:13][C:12]([C:15](=[O:17])[CH3:16])=[C:11]([O:18][CH3:19])[CH:10]=2)=[CH:6][CH:5]=1.C(=O)(O)[O-].[Na+]. Product: [Br:1][CH2:16][C:15]([C:12]1[CH:13]=[CH:14][C:9]([O:8][C:7]2[CH:6]=[CH:5][C:4]([Cl:3])=[CH:21][CH:20]=2)=[CH:10][C:11]=1[O:18][CH3:19])=[O:17]. The catalyst class is: 237.